This data is from Full USPTO retrosynthesis dataset with 1.9M reactions from patents (1976-2016). The task is: Predict the reactants needed to synthesize the given product. (1) Given the product [CH3:1][N:2]1[C:6]2[C:7]3[CH:8]=[CH:9][CH:10]=[CH:11][C:12]=3[O:13][C:14]3([CH2:19][CH2:18][N:17]([C:20]([C:22]4[CH:31]=[CH:30][CH:29]=[CH:28][C:23]=4[C:24]([OH:26])=[O:25])=[O:21])[CH2:16][CH2:15]3)[C:5]=2[CH:4]=[N:3]1, predict the reactants needed to synthesize it. The reactants are: [CH3:1][N:2]1[C:6]2[C:7]3[CH:8]=[CH:9][CH:10]=[CH:11][C:12]=3[O:13][C:14]3([CH2:19][CH2:18][N:17]([C:20]([C:22]4[CH:31]=[CH:30][CH:29]=[CH:28][C:23]=4[C:24]([O:26]C)=[O:25])=[O:21])[CH2:16][CH2:15]3)[C:5]=2[CH:4]=[N:3]1.[OH-].[Na+]. (2) Given the product [Cl:40][C:22]1[C:23]([NH:25][C:26]2[CH:31]=[CH:30][C:29]([N:32]3[CH2:33][CH2:34][O:35][CH2:36][CH2:37]3)=[CH:28][C:27]=2[O:38][CH3:39])=[N:24][C:19]([NH:1][C:2]2[C:15]([O:16][CH3:17])=[CH:14][C:5]3[NH:6][C:7](=[O:13])[CH2:8][CH2:9][C:10]([CH3:12])([CH3:11])[C:4]=3[CH:3]=2)=[N:20][CH:21]=1, predict the reactants needed to synthesize it. The reactants are: [NH2:1][C:2]1[C:15]([O:16][CH3:17])=[CH:14][C:5]2[NH:6][C:7](=[O:13])[CH2:8][CH2:9][C:10]([CH3:12])([CH3:11])[C:4]=2[CH:3]=1.Cl[C:19]1[N:24]=[C:23]([NH:25][C:26]2[CH:31]=[CH:30][C:29]([N:32]3[CH2:37][CH2:36][O:35][CH2:34][CH2:33]3)=[CH:28][C:27]=2[O:38][CH3:39])[C:22]([Cl:40])=[CH:21][N:20]=1.C12(CS(O)(=O)=O)C(C)(C)C(CC1)CC2=O.CC[NH+](CC)CC.CC[NH+](CC)CC.C([O-])([O-])=O. (3) Given the product [C:1]1([CH2:7][O:8][C:9]([N:11]2[CH2:16][CH2:15][C:14]([F:35])([C:17]3[CH:22]=[CH:21][C:20]([N:23]4[CH2:24][C@H:47]([CH2:48][OH:50])[O:46][C:41]4=[O:45])=[CH:19][C:18]=3[F:34])[CH2:13][CH2:12]2)=[O:10])[CH:2]=[CH:3][CH:4]=[CH:5][CH:6]=1, predict the reactants needed to synthesize it. The reactants are: [C:1]1([CH2:7][O:8][C:9]([N:11]2[CH2:16][CH2:15][C:14]([F:35])([C:17]3[CH:22]=[CH:21][C:20]([NH:23][C:24](OCC4C=CC=CC=4)=O)=[CH:19][C:18]=3[F:34])[CH2:13][CH2:12]2)=[O:10])[CH:6]=[CH:5][CH:4]=[CH:3][CH:2]=1.C([Li])CCC.[C:41]([O:46][CH2:47][C@@H:48]1[O:50]C1)(=[O:45])CCC. (4) The reactants are: Cl[C:2]1[CH:7]=[CH:6][C:5]([C:8]2[C:17]3[C:12](=[CH:13][C:14]([S:18]([NH:21][C:22]4[S:23][CH:24]=[N:25][N:26]=4)(=[O:20])=[O:19])=[CH:15][CH:16]=3)[C:11](=[O:27])[NH:10][N:9]=2)=[C:4]([O:28][CH3:29])[CH:3]=1.[F:30][C:31]1[CH:32]=[C:33](B(O)O)[CH:34]=[CH:35][CH:36]=1.P([O-])([O-])([O-])=O.[K+].[K+].[K+]. Given the product [F:30][C:31]1[CH:36]=[C:35]([C:2]2[CH:7]=[CH:6][C:5]([C:8]3[C:17]4[C:12](=[CH:13][C:14]([S:18]([NH:21][C:22]5[S:23][CH:24]=[N:25][N:26]=5)(=[O:19])=[O:20])=[CH:15][CH:16]=4)[C:11](=[O:27])[NH:10][N:9]=3)=[C:4]([O:28][CH3:29])[CH:3]=2)[CH:34]=[CH:33][CH:32]=1, predict the reactants needed to synthesize it. (5) Given the product [F:38][CH:2]([F:1])[C:3]1[CH:7]=[C:6]([CH:8]([F:10])[F:9])[N:5]([CH2:11][CH:12]=[O:13])[N:4]=1, predict the reactants needed to synthesize it. The reactants are: [F:1][CH:2]([F:38])[C:3]1[CH:7]=[C:6]([CH:8]([F:10])[F:9])[N:5]([CH2:11][C:12](N2CCC(C3SC=C(C4CC(C5C(O)=CC=CC=5Cl)ON=4)N=3)CC2)=[O:13])[N:4]=1.C(=O)([O-])[O-].[K+].[K+].C(Br)C=C.O. (6) Given the product [CH2:13]([C:2]1[N:7]=[C:6]([O:8][CH3:9])[CH:5]=[CH:4][N:3]=1)[C:14]1[CH:19]=[CH:18][CH:17]=[CH:16][CH:15]=1, predict the reactants needed to synthesize it. The reactants are: Cl[C:2]1[N:7]=[C:6]([O:8][CH3:9])[CH:5]=[CH:4][N:3]=1.N#N.[Br-].[CH2:13]([Zn+])[C:14]1[CH:19]=[CH:18][CH:17]=[CH:16][CH:15]=1. (7) Given the product [NH:1]([C:12]([O:14][C:15]([CH3:18])([CH3:17])[CH3:16])=[O:13])[C@H:2]([C:9]([O:11][N:28]1[C:24](=[O:38])[CH2:25][CH2:26][C:27]1=[O:37])=[O:10])[CH2:3][O:4][C:5]([CH3:8])([CH3:7])[CH3:6], predict the reactants needed to synthesize it. The reactants are: [NH:1]([C:12]([O:14][C:15]([CH3:18])([CH3:17])[CH3:16])=[O:13])[C@H:2]([C:9]([OH:11])=[O:10])[CH2:3][O:4][C:5]([CH3:8])([CH3:7])[CH3:6].F[B-](F)(F)F.[C:24]1(=[O:38])[N:28](OC(N(C)C)=[N+](C)C)[C:27](=[O:37])[CH2:26][CH2:25]1.C(N(CC)C(C)C)(C)C. (8) Given the product [ClH:5].[ClH:47].[CH3:22][C:23]1([CH3:46])[CH:27]([N:28]2[CH2:29][CH2:30][CH2:31][CH2:32]2)[C:26]2[C:33]([CH3:45])=[C:34]([N:39]3[CH2:40][CH2:41][N:42]([CH2:6][CH2:7][C:8]4[CH:13]=[CH:12][CH:11]=[CH:10][CH:9]=4)[CH2:43][CH2:44]3)[C:35]([CH3:38])=[C:36]([CH3:37])[C:25]=2[O:24]1, predict the reactants needed to synthesize it. The reactants are: CS([Cl:5])(=O)=O.[CH2:6](O)[CH2:7][C:8]1[CH:13]=[CH:12][CH:11]=[CH:10][CH:9]=1.C(N(CC)CC)C.[CH3:22][C:23]1([CH3:46])[CH:27]([N:28]2[CH2:32][CH2:31][CH2:30][CH2:29]2)[C:26]2[C:33]([CH3:45])=[C:34]([N:39]3[CH2:44][CH2:43][NH:42][CH2:41][CH2:40]3)[C:35]([CH3:38])=[C:36]([CH3:37])[C:25]=2[O:24]1.[ClH:47]. (9) The reactants are: [CH:1]([C:3]1[CH:4]=[C:5]([CH:10]=[CH:11][C:12]=1[OH:13])[C:6]([O:8][CH3:9])=[O:7])=[O:2].[CH:14]1([Mg]Br)[CH2:16][CH2:15]1. Given the product [CH:14]1([CH:1]([OH:2])[C:3]2[CH:4]=[C:5]([CH:10]=[CH:11][C:12]=2[OH:13])[C:6]([O:8][CH3:9])=[O:7])[CH2:16][CH2:15]1, predict the reactants needed to synthesize it.